From a dataset of Reaction yield outcomes from USPTO patents with 853,638 reactions. Predict the reaction yield, written as a fraction of the theoretical maximum amount of product (1.0 means a 100% yield; for example, 0.34 means a 34% yield). (1) The catalyst is C1C=CC(P(C2C=CC=CC=2)[C-]2C=CC=C2)=CC=1.C1C=CC(P(C2C=CC=CC=2)[C-]2C=CC=C2)=CC=1.Cl[Pd]Cl.[Fe+2].O. The reactants are Br[C:2]1[CH:3]=[C:4]2[C:9](=[CH:10][CH:11]=1)[N:8]=[CH:7][C:6]([C:12]([O:14][CH3:15])=[O:13])=[CH:5]2.[CH2:16](B(O)O)[CH2:17][C:18]1[CH:23]=[CH:22][CH:21]=[CH:20][CH:19]=1.C(=O)([O-])[O-].[K+].[K+].O1CCOCC1. The yield is 0.360. The product is [CH2:16]([C:2]1[CH:3]=[C:4]2[C:9](=[CH:10][CH:11]=1)[N:8]=[CH:7][C:6]([C:12]([O:14][CH3:15])=[O:13])=[CH:5]2)[CH2:17][C:18]1[CH:23]=[CH:22][CH:21]=[CH:20][CH:19]=1. (2) The reactants are Br[C:2]1[CH:25]=[CH:24][C:5]2[C:6]3[N:7]=[C:8]([C:14]4[N:15]([CH2:19][C:20]([F:23])([F:22])[F:21])[N:16]=[CH:17][N:18]=4)[S:9][C:10]=3[CH2:11][CH2:12][O:13][C:4]=2[CH:3]=1.CC1(C)C(C)(C)OB([C:34]2[CH:35]=[N:36][N:37]([CH2:39][CH2:40][N:41]3[CH2:46][CH2:45][O:44][CH2:43][CH2:42]3)[CH:38]=2)O1. No catalyst specified. The product is [N:41]1([CH2:40][CH2:39][N:37]2[CH:38]=[C:34]([C:25]3[CH:2]=[CH:3][C:4]4[O:13][CH2:12][CH2:11][C:10]5[S:9][C:8]([C:14]6[N:15]([CH2:19][C:20]([F:21])([F:22])[F:23])[N:16]=[CH:17][N:18]=6)=[N:7][C:6]=5[C:5]=4[CH:24]=3)[CH:35]=[N:36]2)[CH2:42][CH2:43][O:44][CH2:45][CH2:46]1. The yield is 0.170. (3) The reactants are [C:1]([O:5][C:6](=[O:18])[NH:7][C:8]1[CH:13]=[CH:12][C:11]([C:14](=[NH:17])[NH:15][OH:16])=[CH:10][CH:9]=1)([CH3:4])([CH3:3])[CH3:2].[F:19][C:20]([F:31])([F:30])[O:21][C:22]1[CH:29]=[CH:28][C:25]([CH:26]=O)=[CH:24][CH:23]=1. The catalyst is C(O)(=O)C.C(Cl)(Cl)Cl. The product is [C:1]([O:5][C:6](=[O:18])[NH:7][C:8]1[CH:13]=[CH:12][C:11]([C:14]2[N:17]=[C:26]([C:25]3[CH:28]=[CH:29][C:22]([O:21][C:20]([F:19])([F:30])[F:31])=[CH:23][CH:24]=3)[O:16][N:15]=2)=[CH:10][CH:9]=1)([CH3:4])([CH3:2])[CH3:3]. The yield is 0.150. (4) The reactants are Br[C:2]1[CH:3]=[C:4]2[C:9](=[CH:10][C:11]=1[O:12][CH2:13][CH3:14])[C:8]([CH3:16])([CH3:15])[CH2:7][CH:6]=[C:5]2[CH:17]([CH3:19])[CH3:18].[O-]P([O-])([O-])=O.[K+].[K+].[K+].[NH2:28][C:29]1[CH:39]=[CH:38][C:32]([C:33]([O:35][CH2:36][CH3:37])=[O:34])=[CH:31][CH:30]=1. The catalyst is C1C=CC(/C=C/C(/C=C/C2C=CC=CC=2)=O)=CC=1.C1C=CC(/C=C/C(/C=C/C2C=CC=CC=2)=O)=CC=1.C1C=CC(/C=C/C(/C=C/C2C=CC=CC=2)=O)=CC=1.[Pd].[Pd].C1(C)C=CC=CC=1. The product is [CH2:13]([O:12][C:11]1[C:2]([NH:28][C:29]2[CH:30]=[CH:31][C:32]([C:33]([O:35][CH2:36][CH3:37])=[O:34])=[CH:38][CH:39]=2)=[CH:3][C:4]2[C:5]([CH:17]([CH3:19])[CH3:18])=[CH:6][CH2:7][C:8]([CH3:16])([CH3:15])[C:9]=2[CH:10]=1)[CH3:14]. The yield is 0.600. (5) The reactants are O.O.C[O:4][C:5](=[O:17])[C:6]1[CH:11]=[CH:10][C:9]([CH2:12][NH:13][C:14]([NH2:16])=[NH:15])=[CH:8][CH:7]=1.CN(/[CH:21]=[CH:22]/[C:23]([C:25]1[CH:30]=[N:29][CH:28]=[CH:27][N:26]=1)=O)C.C[O-].[Na+].[OH-].[Na+]. The catalyst is CO.O. The product is [N:26]1[CH:27]=[CH:28][N:29]=[CH:30][C:25]=1[C:23]1[CH:22]=[CH:21][N:16]=[C:14]([NH:13][CH2:12][C:9]2[CH:10]=[CH:11][C:6]([C:5]([OH:4])=[O:17])=[CH:7][CH:8]=2)[N:15]=1. The yield is 0.870. (6) The reactants are [CH:1]([N:14]1[C:22]2[C:17](=[CH:18][C:19]([Cl:23])=[CH:20][CH:21]=2)[C:16]([CH2:24][CH2:25][S:26]([C:29]2[CH:38]=[CH:37][C:32]([C:33]([O:35]C)=[O:34])=[CH:31][CH:30]=2)(=[O:28])=[O:27])=[C:15]1[CH2:39][CH2:40][NH:41][S:42]([CH2:45][C:46]1[CH:51]=[CH:50][C:49]([Cl:52])=[C:48]([Cl:53])[CH:47]=1)(=[O:44])=[O:43])([C:8]1[CH:13]=[CH:12][CH:11]=[CH:10][CH:9]=1)[C:2]1[CH:7]=[CH:6][CH:5]=[CH:4][CH:3]=1.C1COCC1.[OH-].[Na+]. The catalyst is CO. The product is [CH:1]([N:14]1[C:22]2[C:17](=[CH:18][C:19]([Cl:23])=[CH:20][CH:21]=2)[C:16]([CH2:24][CH2:25][S:26]([C:29]2[CH:38]=[CH:37][C:32]([C:33]([OH:35])=[O:34])=[CH:31][CH:30]=2)(=[O:28])=[O:27])=[C:15]1[CH2:39][CH2:40][NH:41][S:42]([CH2:45][C:46]1[CH:51]=[CH:50][C:49]([Cl:52])=[C:48]([Cl:53])[CH:47]=1)(=[O:43])=[O:44])([C:2]1[CH:3]=[CH:4][CH:5]=[CH:6][CH:7]=1)[C:8]1[CH:13]=[CH:12][CH:11]=[CH:10][CH:9]=1. The yield is 0.930. (7) The reactants are Br[C:2]1[CH:9]=[CH:8][C:5]([C:6]#[N:7])=[CH:4][CH:3]=1.[NH2:10][C@@H:11]1[CH2:16][CH2:15][CH2:14][CH2:13][C@@H:12]1[NH2:17].CC(C)([O-])C.[Na+].[Cl-].[NH4+]. The catalyst is C1(C)C=CC=CC=1.C1C=CC(/C=C/C(/C=C/C2C=CC=CC=2)=O)=CC=1.C1C=CC(/C=C/C(/C=C/C2C=CC=CC=2)=O)=CC=1.C1C=CC(/C=C/C(/C=C/C2C=CC=CC=2)=O)=CC=1.[Pd].[Pd].C1(P(C2C=CC=CC=2)C2C=CC3C(=CC=CC=3)C=2C2C3C(=CC=CC=3)C=CC=2P(C2C=CC=CC=2)C2C=CC=CC=2)C=CC=CC=1.O.C(OCC)(=O)C. The product is [NH2:10][C@H:11]1[CH2:16][CH2:15][CH2:14][CH2:13][C@H:12]1[NH:17][C:2]1[CH:9]=[CH:8][C:5]([C:6]#[N:7])=[CH:4][CH:3]=1. The yield is 0.590.